From a dataset of Full USPTO retrosynthesis dataset with 1.9M reactions from patents (1976-2016). Predict the reactants needed to synthesize the given product. (1) Given the product [ClH:1].[ClH:1].[NH2:2][C:3]1[S:4][CH2:5][C@@H:6]2[CH2:11][O:10][CH2:9][C@:7]2([C:12]2[CH:13]=[C:14]([NH:19][C:20](=[O:28])[C:21]3[CH:26]=[CH:25][C:24]([F:27])=[CH:23][N:22]=3)[CH:15]=[C:16]([F:18])[CH:17]=2)[N:8]=1, predict the reactants needed to synthesize it. The reactants are: [ClH:1].[NH2:2][C:3]1[S:4][CH2:5][C@@H:6]2[CH2:11][O:10][CH2:9][C@:7]2([C:12]2[CH:13]=[C:14]([NH:19][C:20](=[O:28])[C:21]3[CH:26]=[CH:25][C:24]([F:27])=[CH:23][N:22]=3)[CH:15]=[C:16]([F:18])[CH:17]=2)[N:8]=1. (2) Given the product [O:1]=[C:2]1[C:10]2[C:5](=[CH:6][CH:7]=[CH:8][CH:9]=2)[C:4](=[O:11])[N:3]1[CH2:12][CH2:13][O:14][CH2:15][CH2:16][O:17][CH2:18][CH2:19][O:20][CH2:21][CH2:22][C:23]([Cl:29])=[O:25], predict the reactants needed to synthesize it. The reactants are: [O:1]=[C:2]1[C:10]2[C:5](=[CH:6][CH:7]=[CH:8][CH:9]=2)[C:4](=[O:11])[N:3]1[CH2:12][CH2:13][O:14][CH2:15][CH2:16][O:17][CH2:18][CH2:19][O:20][CH2:21][CH2:22][C:23]([OH:25])=O.C(Cl)(=O)C([Cl:29])=O. (3) Given the product [CH2:27]([N:28]1[C:29]2[CH:30]=[C:31]([CH2:43][Cl:44])[CH:32]=[CH:33][C:34]=2[C:35]2[C:40]1=[CH:39][C:38]([CH2:41][Cl:42])=[CH:37][CH:36]=2)[CH2:26][CH2:45][CH2:46][CH2:47][CH3:48], predict the reactants needed to synthesize it. The reactants are: C(N1C2C=C(CO)C=CC=2C2C1=CC(CO)=CC=2)CCCCC.C([CH:26]([CH2:45][CH2:46][CH2:47][CH3:48])[CH2:27][N:28]1[C:40]2[CH:39]=[C:38]([CH2:41][Cl:42])[CH:37]=[CH:36][C:35]=2[C:34]2[C:29]1=[CH:30][C:31]([CH2:43][Cl:44])=[CH:32][CH:33]=2)C.